Dataset: Full USPTO retrosynthesis dataset with 1.9M reactions from patents (1976-2016). Task: Predict the reactants needed to synthesize the given product. (1) Given the product [Cl:7][C:4]1[S:3][C:2]([C:14]2[CH:15]=[CH:16][C:11]([C:8]([OH:10])=[O:9])=[CH:12][CH:13]=2)=[CH:6][CH:5]=1, predict the reactants needed to synthesize it. The reactants are: Br[C:2]1[S:3][C:4]([Cl:7])=[CH:5][CH:6]=1.[C:8]([C:11]1[CH:16]=[CH:15][C:14](OB(O)O)=[CH:13][CH:12]=1)([OH:10])=[O:9].OS([O-])(=O)=O.[K+]. (2) The reactants are: CC(C)([O-])C.[K+].[C:7]([C:10]1[CH:15]=[CH:14][CH:13]=[CH:12][N:11]=1)(=[O:9])[CH3:8].[CH3:16][O:17][C:18]1[CH:19]=[C:20]([CH:23]=[CH:24][CH:25]=1)[CH:21]=O. Given the product [N:11]1[CH:12]=[CH:13][CH:14]=[CH:15][C:10]=1[C:7](=[O:9])[CH:8]=[CH:21][C:20]1[CH:23]=[CH:24][CH:25]=[C:18]([O:17][CH3:16])[CH:19]=1, predict the reactants needed to synthesize it. (3) Given the product [CH3:1][C:2]1[CH:3]=[CH:4][N:5]2[C:10]=1[C:9](=[O:11])[N:8]([C:12]1[CH:13]=[CH:14][CH:15]=[CH:16][CH:17]=1)[C:7]([C@@H:18]([NH:20][C:21]1[C:22]3[C:29]([C:30]4[CH:31]=[C:32]([NH:42][S:43]([CH3:46])(=[O:45])=[O:44])[CH:33]=[C:34]([N:36]5[CH2:37][CH2:38][O:39][CH2:40][CH2:41]5)[CH:35]=4)=[CH:28][NH:27][C:23]=3[N:24]=[CH:25][N:26]=1)[CH3:19])=[N:6]2, predict the reactants needed to synthesize it. The reactants are: [CH3:1][C:2]1[CH:3]=[CH:4][N:5]2[C:10]=1[C:9](=[O:11])[N:8]([C:12]1[CH:17]=[CH:16][CH:15]=[CH:14][CH:13]=1)[C:7]([C@@H:18]([NH:20][C:21]1[C:22]3[C:29]([C:30]4[CH:31]=[C:32]([NH:42][S:43]([CH3:46])(=[O:45])=[O:44])[CH:33]=[C:34]([N:36]5[CH2:41][CH2:40][O:39][CH2:38][CH2:37]5)[CH:35]=4)=[CH:28][N:27](COCC[Si](C)(C)C)[C:23]=3[N:24]=[CH:25][N:26]=1)[CH3:19])=[N:6]2.FC(F)(F)C(O)=O.N. (4) The reactants are: [C:1]([CH2:3][C:4]1[NH:8][C:7]2[CH:9]=[CH:10][CH:11]=[C:12]([CH3:13])[C:6]=2[N:5]=1)#[N:2].[CH2:14]([CH:18]([C:24]([CH3:26])=O)[C:19](OCC)=[O:20])[CH2:15][CH2:16][CH3:17].C([O-])(=O)C.[NH4+]. Given the product [CH2:14]([C:18]1[C:19](=[O:20])[N:8]2[C:4]([NH:5][C:6]3[C:12]([CH3:13])=[CH:11][CH:10]=[CH:9][C:7]=32)=[C:3]([C:1]#[N:2])[C:24]=1[CH3:26])[CH2:15][CH2:16][CH3:17], predict the reactants needed to synthesize it. (5) Given the product [CH2:24]([C:28]1[CH:33]=[CH:32][C:31]([C:34]2[CH:39]=[CH:38][C:37]([C:16]3[CH:17]=[CH:18][C:13]([C:12]#[C:11][C:8]4[CH:7]=[CH:6][C:5]([CH2:1][CH2:2][CH2:3][CH3:4])=[CH:10][CH:9]=4)=[C:14]([CH2:21][CH2:22][CH3:23])[C:15]=3[F:20])=[CH:36][CH:35]=2)=[CH:30][CH:29]=1)[CH2:25][CH2:26][CH3:27], predict the reactants needed to synthesize it. The reactants are: [CH2:1]([C:5]1[CH:10]=[CH:9][C:8]([C:11]#[C:12][C:13]2[CH:18]=[CH:17][C:16](I)=[C:15]([F:20])[C:14]=2[CH2:21][CH2:22][CH3:23])=[CH:7][CH:6]=1)[CH2:2][CH2:3][CH3:4].[CH2:24]([C:28]1[CH:33]=[CH:32][C:31]([C:34]2[CH:39]=[CH:38][C:37](B(O)O)=[CH:36][CH:35]=2)=[CH:30][CH:29]=1)[CH2:25][CH2:26][CH3:27].C1(P(C2CCCCC2)C2C=CC=CC=2C2C(OC)=CC=CC=2OC)CCCCC1.P([O-])([O-])([O-])=O.[K+].[K+].[K+]. (6) Given the product [Br:27][C:24]1[CH:25]=[CH:26][C:17]([Cl:1])=[C:18]2[C:23]=1[CH:22]=[C:21]([S:28]([OH:31])(=[O:30])=[O:29])[CH:20]=[CH:19]2, predict the reactants needed to synthesize it. The reactants are: [Cl:1]C1C=CC=C2C=1C=C(S(O)(=O)=O)C=C2.N[C:17]1[CH:26]=[CH:25][C:24]([Br:27])=[C:23]2[C:18]=1[CH:19]=[CH:20][C:21]([S:28]([OH:31])(=[O:30])=[O:29])=[CH:22]2. (7) Given the product [F:30][C:27]1[CH:28]=[CH:29][C:24]([C:22]2[N:23]=[C:19]([CH:16]3[CH2:15][CH2:14][N:13]([C:44]4[N:49]=[CH:48][N:47]=[C:46]5[NH:50][N:51]=[CH:52][C:45]=45)[CH2:18][CH2:17]3)[N:20]([CH3:35])[CH:21]=2)=[CH:25][C:26]=1[C:31]([F:33])([F:32])[F:34], predict the reactants needed to synthesize it. The reactants are: Cl.C(Cl)(=O)C.C(OC([N:13]1[CH2:18][CH2:17][CH:16]([C:19]2[N:20]([CH3:35])[CH:21]=[C:22]([C:24]3[CH:29]=[CH:28][C:27]([F:30])=[C:26]([C:31]([F:34])([F:33])[F:32])[CH:25]=3)[N:23]=2)[CH2:15][CH2:14]1)=O)(C)(C)C.C(N(CC)CC)C.Cl[C:44]1[N:49]=[CH:48][N:47]=[C:46]2[NH:50][N:51]=[CH:52][C:45]=12. (8) Given the product [CH3:39][O:38][C:35]1[CH:36]=[CH:37][C:32]([CH2:31][O:1][C:2]2[CH:3]=[C:4]([C:8]3[C:17]4[C:12](=[C:13]([C:18]([F:21])([F:19])[F:20])[CH:14]=[CH:15][CH:16]=4)[N:11]=[CH:10][C:9]=3[C:22]([C:24]3[CH:25]=[CH:26][CH:27]=[CH:28][CH:29]=3)=[O:23])[CH:5]=[CH:6][CH:7]=2)=[CH:33][CH:34]=1, predict the reactants needed to synthesize it. The reactants are: [OH:1][C:2]1[CH:3]=[C:4]([C:8]2[C:17]3[C:12](=[C:13]([C:18]([F:21])([F:20])[F:19])[CH:14]=[CH:15][CH:16]=3)[N:11]=[CH:10][C:9]=2[C:22]([C:24]2[CH:29]=[CH:28][CH:27]=[CH:26][CH:25]=2)=[O:23])[CH:5]=[CH:6][CH:7]=1.Br[CH2:31][C:32]1[CH:37]=[CH:36][C:35]([O:38][CH3:39])=[CH:34][CH:33]=1. (9) Given the product [C:1]([O:5][C:6]([N:8]1[CH2:13][CH2:12][N:11]([C:14]2[CH:19]=[CH:18][C:17]([O:20][CH3:21])=[CH:16][C:15]=2[CH2:22][NH2:23])[CH2:10][CH2:9]1)=[O:7])([CH3:4])([CH3:2])[CH3:3], predict the reactants needed to synthesize it. The reactants are: [C:1]([O:5][C:6]([N:8]1[CH2:13][CH2:12][N:11]([C:14]2[CH:19]=[CH:18][C:17]([O:20][CH3:21])=[CH:16][C:15]=2[C:22]#[N:23])[CH2:10][CH2:9]1)=[O:7])([CH3:4])([CH3:3])[CH3:2].[H][H].